Dataset: Experimentally validated miRNA-target interactions with 360,000+ pairs, plus equal number of negative samples. Task: Binary Classification. Given a miRNA mature sequence and a target amino acid sequence, predict their likelihood of interaction. (1) The miRNA is hsa-miR-372-3p with sequence AAAGUGCUGCGACAUUUGAGCGU. The protein sequence of the target gene is MAQLGKLLKEQKYDRQLRLWGDHGQEALESAHVCLINATATGTEILKNLVLPGIGSFTIIDGNQVSGEDAGNNFFLQRSSIGKNRAEAAMEFLQELNSDVSGSFVEESPENLLDNDPSFFCRFTVVVATQLPESTSLRLADVLWNSQIPLLICRTYGLVGYMRIIIKEHPVIESHPDNALEDLRLDKPFPELREHFQSYDLDHMEKKDHSHTPWIVIIAKYLAQWYSETNGRIPKTYKEKEDFRDLIRQGILKNENGAPEDEENFEEAIKNVNTALNTTQIPSSIEDIFNDDRCINITKQ.... Result: 0 (no interaction). (2) The miRNA is hsa-miR-148b-3p with sequence UCAGUGCAUCACAGAACUUUGU. The protein sequence of the target gene is MQQRGLAIVALAVCAALHASEAILPIASSCCTEVSHHISRRLLERVNMCRIQRADGDCDLAAVILHVKRRRICVSPHNHTVKQWMKVQAAKKNGKGNVCHRKKHHGKRNSNRAHQGKHETYGHKTPY. Result: 1 (interaction). (3) The miRNA is hsa-miR-335-5p with sequence UCAAGAGCAAUAACGAAAAAUGU. The protein sequence of the target gene is MENKAMYLHTVSDCDTSSICEDSFDGRSLSKLNLCEDGPCHKRRASICCTQLGSLSALKHAVLGLYLLVFLILVGIFILAVSRPRSSPDDLKALTRNVNRLNESFRDLQLRLLQAPLQADLTEQVWKVQDALQNQSDSLLALAGAVQRLEGALWGLQAQAVQTEQAVALLRDRTGQQSDTAQLELYQLQVESNSSQLLLRRHAGLLDGLARRVGILGEELADVGGVLRGLNHSLSYDVALHRTRLQDLRVLVSNASEDTRRLRLAHVGMELQLKQELAMLNAVTEDLRLKDWEHSIALRN.... Result: 1 (interaction). (4) The miRNA is hsa-miR-3613-3p with sequence ACAAAAAAAAAAGCCCAACCCUUC. The protein sequence of the target gene is MEAAETEAEAAALEVLAEVAGILEPVGLQEEAELPAKILVEFVVDSQKKDKLLCSQLQVADFLQNILAQEDTAKGLDPLASEDTSRQKAIAAKEQWKELKATYREHVEAIKIGLTKALTQMEEAQRKRTQLREAFEQLQAKKQMAMEKRRAVQNQWQLQQEKHLQHLAEVSAEVRERKTGTQQELDRVFQKLGNLKQQAEQERDKLQRYQTFLQLLYTLQGKLLFPEAEAEAENLPDDKPQQPTRPQEQSTGDTMGRDPGVSFKAVGLQPAGDVNLP. Result: 1 (interaction). (5) Result: 0 (no interaction). The miRNA is hsa-miR-6833-5p with sequence GUGUGGAAGAUGGGAGGAGAAA. The protein sequence of the target gene is MVSASRPEALAAPVTTVATLVPHNATEPASPGEGKEDAFSKLKQKFMNELHKIPLPPWALIAIAIVAVLLVVTCCFCVCKKCLFKKKNKKKGKEKGGKNAINMKDVKDLGKTMKDQALKDDDAETGLTDGEEKEEPKEEEKLGKLQYSLDYDFQNNQLLVGIIQAAELPALDMGGTSDPYVKVFLLPDKKKKFETKVHRKTLNPVFNEQFTFKVPYSELGGKTLVMAVYDFDRFSKHDIIGEFKVPMNTVDFGHVTEEWRDLQSAEKEEQEKLGDICFSLRYVPTAGKLTVVILEAKNLK.... (6) The miRNA is hsa-miR-4329 with sequence CCUGAGACCCUAGUUCCAC. The protein sequence of the target gene is MKPHFRNTVERMYRDTFSYNFYNRPILSRRNTVWLCYEVKTKGPSRPRLDAKIFRGQVYSQPEHHAEMCFLSWFCGNQLPAYKCFQITWFVSWTPCPDCVAKLAEFLAEHPNVTLTISAARLYYYWERDYRRALCRLSQAGARVKIMDDEEFAYCWENFVYSEGQPFMPWYKFDDNYAFLHRTLKEILRNPMEAMYPHIFYFHFKNLRKAYGRNESWLCFTMEVVKHHSPVSWKRGVFRNQVDPETHCHAERCFLSWFCDDILSPNTNYEVTWYTSWSPCPECAGEVAEFLARHSNVNLT.... Result: 1 (interaction). (7) The miRNA is hsa-miR-4649-5p with sequence UGGGCGAGGGGUGGGCUCUCAGAG. The protein sequence of the target gene is MRTQVYEGLCKNYFSLAVLQRDRIKLLFFDILVFLSVFLLFLLFLVDIMANNTTSLGSPWPENFWEDLIMSFTVSMAIGLVLGGFIWAVFICLSRRRRASAPISQWSSSRRSRSSYTHGLNRTGFYRHSGCERRSNLSLASLTFQRQASLEQANSFPRKSSFRASTFHPFLQCPPLPVETESQLVTLPSSNISPTISTSHSLSRPDYWSSNSLRVGLSTPPPPAYESIIKAFPDS. Result: 0 (no interaction). (8) The miRNA is mmu-miR-1912-3p with sequence CACAGAACAUGCAGUGAGAACU. The protein sequence of the target gene is MERVSGLLSWTLSRVLWLSGFSEHGAAWQPRIMEEKALEVYDLIRTIRDPEKPNTLEELEVVTESCVEVQEINEDDYLVIIKFTPTVPHCSLATLIGLCLRVKLQRCLPFKHKLEIYISEGTHSTEEDINKQINDKERVAAAMENPNLREIVEQCVLEPD. Result: 1 (interaction). (9) The miRNA is mmu-miR-335-3p with sequence UUUUUCAUUAUUGCUCCUGACC. The protein sequence of the target gene is MRGLRQGIMKQLPILEPGDKPRKATWYTLTCPGDRPCPRVGHSCSYFPPVGDAESGKIFIVGGANPNQSFSDVHTMDLGTHQWDTATREGLLPRYEHASFLPSCSPHSIWVFGGADQSGNRNCLQVMSPEDRTWSTPEVTGSPPSPRTFHTSSAAIGNQLYVFGGGERGAQPVEDVKLHVFDANTLTWSQPETHGSPPSPRHGHVMVAAGTKLFIHGGLAGDKFFDDLHCIDIGDMSWQKLGPTGAVPVGCAAHAAVAVGHHVYMFGGMTATGALNMMYKYHTEKQHWTVLQFDTSLPAG.... Result: 1 (interaction).